From a dataset of Full USPTO retrosynthesis dataset with 1.9M reactions from patents (1976-2016). Predict the reactants needed to synthesize the given product. (1) The reactants are: [H-].[Na+].[CH3:3][C:4]1[N:8]2[C:9]3[CH:15]=[C:14]([CH3:16])[NH:13][C:10]=3[CH:11]=[CH:12][C:7]2=[N:6][N:5]=1.[CH3:17][CH2:18][O:19][C:20]([CH:22](Br)[C:23]1[CH:28]=[CH:27][CH:26]=[CH:25][CH:24]=1)=[O:21]. Given the product [CH3:3][C:4]1[N:8]2[C:9]3[CH:15]=[C:14]([CH3:16])[N:13]([CH:22]([C:23]4[CH:28]=[CH:27][CH:26]=[CH:25][CH:24]=4)[C:20]([O:19][CH2:18][CH3:17])=[O:21])[C:10]=3[CH:11]=[CH:12][C:7]2=[N:6][N:5]=1, predict the reactants needed to synthesize it. (2) Given the product [OH:1][CH:2]([CH2:11][C:12]1[CH:17]=[CH:16][CH:15]=[C:14]([C:18]([F:21])([F:19])[F:20])[CH:13]=1)[CH2:3][CH2:4][CH:5]1[NH:9][C:8](=[O:10])[CH2:7][CH2:6]1, predict the reactants needed to synthesize it. The reactants are: [O:1]=[C:2]([CH2:11][C:12]1[CH:17]=[CH:16][CH:15]=[C:14]([C:18]([F:21])([F:20])[F:19])[CH:13]=1)[CH2:3][CH2:4][CH:5]1[NH:9][C:8](=[O:10])[CH2:7][CH2:6]1.[BH4-].[Na+]. (3) Given the product [CH2:19]([S:5]/[CH:4]=[C:3](/[N:10]1[C:9]2[CH:11]=[CH:12][CH:13]=[CH:14][C:8]=2[N:7]([CH3:15])[C:6]1=[O:16])\[CH3:2])[C:20]1[CH:25]=[CH:24][CH:23]=[CH:22][CH:21]=1.[CH2:19]([S:5]/[CH:4]=[C:3](\[N:10]1[C:9]2[CH:11]=[CH:12][CH:13]=[CH:14][C:8]=2[N:7]([CH3:15])[C:6]1=[O:16])/[CH3:2])[C:20]1[CH:25]=[CH:24][CH:23]=[CH:22][CH:21]=1, predict the reactants needed to synthesize it. The reactants are: [I-].[CH3:2][C:3]1[N:10]2[C:6](=[N+:7]([CH3:15])[C:8]3[CH:14]=[CH:13][CH:12]=[CH:11][C:9]=32)[S:5][CH:4]=1.[OH-:16].[Na+].O.[CH2:19](O)[C:20]1[CH:25]=[CH:24][CH:23]=[CH:22][CH:21]=1.